Dataset: Full USPTO retrosynthesis dataset with 1.9M reactions from patents (1976-2016). Task: Predict the reactants needed to synthesize the given product. (1) Given the product [F:38][C:34]1[CH:33]=[C:32]2[C:37]([C:29]([C:26]3[CH:25]=[CH:24][C:23]4[N:8]=[C:6]([CH2:5][CH2:4][C:3]([O:2][CH3:1])=[O:9])[O:7][C:28]=4[CH:27]=3)=[CH:30][N:31]2[S:39]([C:42]2[CH:47]=[CH:46][CH:45]=[CH:44][CH:43]=2)(=[O:40])=[O:41])=[CH:36][CH:35]=1, predict the reactants needed to synthesize it. The reactants are: [CH3:1][O:2][C:3](=[O:9])[CH2:4][CH2:5][C:6]([NH2:8])=[O:7].[B-](F)(F)(F)F.CC[O+](CC)CC.N[C:23]1[CH:28]=[CH:27][C:26]([C:29]2[C:37]3[C:32](=[CH:33][C:34]([F:38])=[CH:35][CH:36]=3)[N:31]([S:39]([C:42]3[CH:47]=[CH:46][CH:45]=[CH:44][CH:43]=3)(=[O:41])=[O:40])[CH:30]=2)=[CH:25][C:24]=1O. (2) Given the product [CH:40]1([O:39][C:36]2[N:35]=[CH:34][C:33]([NH:32][C:31]([N:18]3[CH2:19][CH2:20][CH:15]([C:6]4[C:5]5[C:10](=[CH:11][C:12]([O:13][CH3:14])=[C:3]([O:2][CH3:1])[CH:4]=5)[N:9]=[CH:8][N:7]=4)[CH2:16][CH2:17]3)=[O:30])=[CH:38][CH:37]=2)[CH2:41][CH2:42][CH2:43][CH2:44]1, predict the reactants needed to synthesize it. The reactants are: [CH3:1][O:2][C:3]1[CH:4]=[C:5]2[C:10](=[CH:11][C:12]=1[O:13][CH3:14])[N:9]=[CH:8][N:7]=[C:6]2[CH:15]1[CH2:20][CH2:19][NH:18][CH2:17][CH2:16]1.[N+](C1C=CC([O:30][C:31](=O)[NH:32][C:33]2[CH:34]=[N:35][C:36]([O:39][CH:40]3[CH2:44][CH2:43][CH2:42][CH2:41]3)=[CH:37][CH:38]=2)=CC=1)([O-])=O. (3) The reactants are: [CH3:1][O:2][C:3]1[CH:4]=[C:5]2[C:10](=[CH:11][C:12]=1[O:13][CH3:14])[N:9]=[CH:8][CH:7]=[C:6]2[O:15][C:16]1[CH:17]=[C:18]([O:26][CH3:27])[C:19]([CH2:22][C:23]([OH:25])=O)=[N:20][CH:21]=1.[CH3:28][C:29]1[S:33][C:32]([NH:34][CH3:35])=[N:31][CH:30]=1. Given the product [CH3:35][N:34]([C:32]1[S:33][C:29]([CH3:28])=[CH:30][N:31]=1)[C:23](=[O:25])[CH2:22][C:19]1[C:18]([O:26][CH3:27])=[CH:17][C:16]([O:15][C:6]2[C:5]3[C:10](=[CH:11][C:12]([O:13][CH3:14])=[C:3]([O:2][CH3:1])[CH:4]=3)[N:9]=[CH:8][CH:7]=2)=[CH:21][N:20]=1, predict the reactants needed to synthesize it. (4) Given the product [Br:1][C:2]1[CH:3]=[CH:4][C:5]([F:47])=[C:6]([C@:8]23[CH2:16][O:15][C@H:14]([CH2:17][OH:18])[C@H:13]2[CH2:12][S:11][C:10]([NH:38][C:39](=[O:46])[C:40]2[CH:45]=[CH:44][CH:43]=[CH:42][CH:41]=2)=[N:9]3)[CH:7]=1, predict the reactants needed to synthesize it. The reactants are: [Br:1][C:2]1[CH:3]=[CH:4][C:5]([F:47])=[C:6]([C@:8]23[CH2:16][O:15][C@H:14]([CH2:17][O:18]C(C4C=CC=CC=4)(C4C=CC=CC=4)C4C=CC=CC=4)[C@H:13]2[CH2:12][S:11][C:10]([NH:38][C:39](=[O:46])[C:40]2[CH:45]=[CH:44][CH:43]=[CH:42][CH:41]=2)=[N:9]3)[CH:7]=1.O.C(N(CC)CC)C. (5) Given the product [Cl:10][C:11]1[CH:12]=[C:13]([C:14]([N:1]2[C:9]3[C:4](=[CH:5][CH:6]=[CH:7][CH:8]=3)[CH2:3][CH2:2]2)=[O:15])[CH:17]=[CH:18][C:19]=1[Cl:20], predict the reactants needed to synthesize it. The reactants are: [NH:1]1[C:9]2[C:4](=[CH:5][CH:6]=[CH:7][CH:8]=2)[CH2:3][CH2:2]1.[Cl:10][C:11]1[CH:12]=[C:13]([CH:17]=[CH:18][C:19]=1[Cl:20])[C:14](Cl)=[O:15].CCN(CC)CC. (6) Given the product [F:1][C:2]1[CH:3]=[CH:4][CH:5]=[C:6]2[C:11]=1[N:10]=[C:9]([C:12]1[CH:13]=[CH:14][CH:15]=[CH:16][CH:17]=1)[C:8]([CH2:18][CH:19]1[CH2:24][CH2:23][N:22]([CH:40]3[CH2:41][CH2:42][O:37][CH2:38][CH2:39]3)[CH2:21][CH2:20]1)=[C:7]2[C:25]([NH:27][C@H:28]([C:31]1[CH:32]=[CH:33][CH:34]=[CH:35][CH:36]=1)[CH2:29][CH3:30])=[O:26], predict the reactants needed to synthesize it. The reactants are: [F:1][C:2]1[CH:3]=[CH:4][CH:5]=[C:6]2[C:11]=1[N:10]=[C:9]([C:12]1[CH:17]=[CH:16][CH:15]=[CH:14][CH:13]=1)[C:8]([CH2:18][CH:19]1[CH2:24][CH2:23][NH:22][CH2:21][CH2:20]1)=[C:7]2[C:25]([NH:27][C@H:28]([C:31]1[CH:36]=[CH:35][CH:34]=[CH:33][CH:32]=1)[CH2:29][CH3:30])=[O:26].[O:37]1[CH2:42][CH2:41][C:40](=O)[CH2:39][CH2:38]1.C(O[BH-](OC(=O)C)OC(=O)C)(=O)C.[Na+].Cl.C([O-])(O)=O.[Na+]. (7) Given the product [Cl:1][C:2]1[CH:7]=[C:6]([Cl:8])[CH:5]=[CH:4][C:3]=1[C:9](=[O:16])[CH:10]([C:11]1[NH:15][CH:14]=[CH:13][N:12]=1)[CH2:26][CH2:25][C:24]([O:28][CH2:29][CH3:30])=[O:27], predict the reactants needed to synthesize it. The reactants are: [Cl:1][C:2]1[CH:7]=[C:6]([Cl:8])[CH:5]=[CH:4][C:3]=1[C:9](=[O:16])[CH2:10][C:11]1[NH:12][CH:13]=[CH:14][N:15]=1.C1COCC1.[OH-].[K+].[C:24]([O:28][CH2:29][CH3:30])(=[O:27])[CH:25]=[CH2:26]. (8) Given the product [C:8]1([C@H:7]([NH:14][C:19]([C:18]2[CH:22]=[CH:23][C:24]([CH3:25])=[C:16]([Br:15])[CH:17]=2)=[O:20])[CH3:6])[CH:13]=[CH:12][CH:11]=[CH:10][CH:9]=1, predict the reactants needed to synthesize it. The reactants are: C([O-])(O)=O.[Na+].[CH3:6][C@@H:7]([NH2:14])[C:8]1[CH:13]=[CH:12][CH:11]=[CH:10][CH:9]=1.[Br:15][C:16]1[CH:17]=[C:18]([CH:22]=[CH:23][C:24]=1[CH3:25])[C:19](Cl)=[O:20].